Dataset: Full USPTO retrosynthesis dataset with 1.9M reactions from patents (1976-2016). Task: Predict the reactants needed to synthesize the given product. Given the product [ClH:31].[NH2:7][CH2:8][C:9]1[CH:10]=[CH:11][C:12]([CH2:15][NH:16][C:17]2[N:26]=[C:25]([N:27]([CH3:29])[CH3:28])[C:24]3[C:19](=[CH:20][CH:21]=[CH:22][CH:23]=3)[N:18]=2)=[CH:13][CH:14]=1, predict the reactants needed to synthesize it. The reactants are: C(OC(=O)[NH:7][CH2:8][C:9]1[CH:14]=[CH:13][C:12]([CH2:15][NH:16][C:17]2[N:26]=[C:25]([N:27]([CH3:29])[CH3:28])[C:24]3[C:19](=[CH:20][CH:21]=[CH:22][CH:23]=3)[N:18]=2)=[CH:11][CH:10]=1)(C)(C)C.[ClH:31].CCOCC.